Dataset: Forward reaction prediction with 1.9M reactions from USPTO patents (1976-2016). Task: Predict the product of the given reaction. (1) The product is: [F:15][C:10]1[C:9]([C:3]2[CH:4]=[C:5]([CH:7]=[O:8])[S:6][C:2]=2[S:30]([C:28]2[CH:27]=[CH:26][CH:25]=[C:24]([O:23][CH3:22])[N:29]=2)(=[O:31])=[O:32])=[CH:14][CH:13]=[CH:12][N:11]=1. Given the reactants Br[C:2]1[S:6][C:5]([CH:7]=[O:8])=[CH:4][C:3]=1[C:9]1[C:10]([F:15])=[N:11][CH:12]=[CH:13][CH:14]=1.N1C=CC=CC=1.[CH3:22][O:23][C:24]1[N:29]=[C:28]([S:30]([O-:32])=[O:31])[CH:27]=[CH:26][CH:25]=1.[Na+].O, predict the reaction product. (2) Given the reactants [NH2:1][C:2]1[N:7]=[C:6]([NH:8][CH2:9][CH2:10][CH3:11])[C:5]([C:12]([O:14][CH2:15][CH3:16])=[O:13])=[CH:4][N:3]=1.Br[C:18]1[CH:25]=[CH:24][C:21]([C:22]#[N:23])=[CH:20][CH:19]=1.C(=O)([O-])[O-].[Cs+].[Cs+], predict the reaction product. The product is: [C:22]([C:21]1[CH:24]=[CH:25][C:18]([NH:1][C:2]2[N:7]=[C:6]([NH:8][CH2:9][CH2:10][CH3:11])[C:5]([C:12]([O:14][CH2:15][CH3:16])=[O:13])=[CH:4][N:3]=2)=[CH:19][CH:20]=1)#[N:23]. (3) The product is: [F:1][C:2]([F:7])([F:6])[C:3]([OH:5])=[O:4].[F:8][C:9]([F:14])([F:13])[C:10]([OH:12])=[O:11].[Cl:22][C:23]1[CH:24]=[N:25][C:26]2[NH:27][C:28]3[CH:29]=[N:30][CH:31]=[C:32]([CH:54]=3)[CH2:33][CH2:34][C:35]3[CH:43]=[C:39]([NH:40][C:41]=1[N:42]=2)[CH:38]=[CH:37][C:36]=3[NH:44][C:45](=[O:53])[CH2:46][CH:47]1[CH2:52][CH2:51][N:50]([C:56]([NH:55][CH:58]([CH3:60])[CH3:59])=[O:57])[CH2:49][CH2:48]1. Given the reactants [F:1][C:2]([F:7])([F:6])[C:3]([OH:5])=[O:4].[F:8][C:9]([F:14])([F:13])[C:10]([OH:12])=[O:11].FC(F)(F)C(O)=O.[Cl:22][C:23]1[CH:24]=[N:25][C:26]2[NH:27][C:28]3[CH:29]=[N:30][CH:31]=[C:32]([CH:54]=3)[CH2:33][CH2:34][C:35]3[CH:43]=[C:39]([NH:40][C:41]=1[N:42]=2)[CH:38]=[CH:37][C:36]=3[NH:44][C:45](=[O:53])[CH2:46][CH:47]1[CH2:52][CH2:51][NH:50][CH2:49][CH2:48]1.[N:55]([CH:58]([CH3:60])[CH3:59])=[C:56]=[O:57], predict the reaction product. (4) Given the reactants Br[C:2]1[C:3]2[S:11][C:10]3[CH:12]=[C:13]([C:16]([F:19])([F:18])[F:17])[CH:14]=[CH:15][C:9]=3[C:4]=2[C:5]([OH:8])=[N:6][CH:7]=1.[C:20]([Cu])#[N:21].Cl, predict the reaction product. The product is: [OH:8][C:5]1[C:4]2[C:9]3[CH:15]=[CH:14][C:13]([C:16]([F:19])([F:18])[F:17])=[CH:12][C:10]=3[S:11][C:3]=2[C:2]([C:20]#[N:21])=[CH:7][N:6]=1. (5) Given the reactants [CH3:1][C:2]1[C:3](=[O:25])[N:4]([C:8]2[CH:9]=[C:10]([NH:17][C:18](=[O:24])[O:19][C:20]([CH3:23])([CH3:22])[CH3:21])[CH:11]=[C:12]([N+:14]([O-])=O)[CH:13]=2)[C:5](=[O:7])[CH:6]=1.Cl[Sn]Cl.C(OCC)(=O)C, predict the reaction product. The product is: [NH2:14][C:12]1[CH:11]=[C:10]([NH:17][C:18](=[O:24])[O:19][C:20]([CH3:23])([CH3:22])[CH3:21])[CH:9]=[C:8]([N:4]2[C:5](=[O:7])[CH:6]=[C:2]([CH3:1])[C:3]2=[O:25])[CH:13]=1. (6) Given the reactants [Cl:1]C1[CH:7]=[C:6]([C:8]([NH:10][CH2:11][C:12]23[CH2:21][CH:16]4[CH2:17][CH:18]([CH2:20][CH:14]([CH2:15]4)[CH2:13]2)[CH2:19]3)=[O:9])[C:5]([Cl:22])=[CH:4][N:3]=1.C(O[C:28]([N:30]1[CH2:35][CH2:34][NH:33][CH2:32][CH2:31]1)=O)(C)(C)C.Cl, predict the reaction product. The product is: [ClH:1].[Cl:22][C:5]1[C:6]([C:8]([NH:10][CH2:11][C:12]23[CH2:13][CH:14]4[CH2:15][CH:16]([CH2:17][CH:18]([CH2:20]4)[CH2:19]2)[CH2:21]3)=[O:9])=[CH:7][C:28]([N:30]2[CH2:31][CH2:32][NH:33][CH2:34][CH2:35]2)=[N:3][CH:4]=1. (7) Given the reactants [CH3:1][C:2]1[C:3]([C:8]#[N:9])=[N:4][CH:5]=[CH:6][CH:7]=1.[CH3:10][NH:11][NH2:12], predict the reaction product. The product is: [CH3:10][NH:11][NH:12][C:8]([C:3]1[C:2]([CH3:1])=[CH:7][CH:6]=[CH:5][N:4]=1)=[NH:9]. (8) Given the reactants [F:1][C:2]1[CH:7]=[C:6]([F:8])[CH:5]=[CH:4][C:3]=1[C:9]1[CH:17]=[C:13]([C:14](O)=[O:15])[C:12]([OH:18])=[C:11]([I:19])[CH:10]=1.FC1C(O)=C(F)C(F)=C(F)C=1F.CC([N:35]=C=NC(C)C)C.C(=O)(O)[O-].[NH4+], predict the reaction product. The product is: [F:1][C:2]1[CH:7]=[C:6]([F:8])[CH:5]=[CH:4][C:3]=1[C:9]1[CH:17]=[C:13]([C:14]([NH2:35])=[O:15])[C:12]([OH:18])=[C:11]([I:19])[CH:10]=1. (9) Given the reactants [N:1]1[CH:6]=[CH:5][CH:4]=[CH:3][C:2]=1[NH:7][NH2:8].[C:9](O)(=[O:11])[CH3:10].C(C=O)=O.C(=O)([O-])O.[Na+], predict the reaction product. The product is: [N:1]1[CH:6]=[CH:5][CH:4]=[CH:3][C:2]=1[NH:7]/[N:8]=[CH:10]/[CH:9]=[O:11].